From a dataset of Forward reaction prediction with 1.9M reactions from USPTO patents (1976-2016). Predict the product of the given reaction. (1) The product is: [OH:13][C:12]1[C:11]([CH3:10])=[C:17]([OH:18])[N:6]2[N:5]=[CH:4][C:3]([C:7]([O:9][CH2:22][CH3:23])=[O:8])=[C:2]2[N:1]=1. Given the reactants [NH2:1][C:2]1[NH:6][N:5]=[CH:4][C:3]=1[C:7]([OH:9])=[O:8].[CH3:10][CH:11]([C:17](OCC)=[O:18])[C:12](OCC)=[O:13].[CH2:22](N(CCCC)CCCC)[CH2:23]CC.[OH-].[Na+], predict the reaction product. (2) Given the reactants [Cl:1][C:2]1[N:7]=[CH:6][C:5]([C:8](=O)[CH3:9])=[CH:4][CH:3]=1.C[Si](C)(C)N[Si](C)(C)C.[Na].[NH2:21][C:22]1[C:27](Br)=[CH:26][CH:25]=[CH:24][N:23]=1.F[B-](F)(F)F.C(P(C(C)(C)C)C(C)(C)C)(C)(C)C, predict the reaction product. The product is: [Cl:1][C:2]1[N:7]=[CH:6][C:5]([C:8]2[NH:21][C:22]3=[N:23][CH:24]=[CH:25][CH:26]=[C:27]3[CH:9]=2)=[CH:4][CH:3]=1. (3) Given the reactants [O:1]1[CH:5]=[CH:4][CH:3]=[C:2]1[C:6]1[CH:19]=[C:9]2[N:10]=[C:11](S(C)(=O)=O)[N:12]=[C:13]([NH2:14])[N:8]2[N:7]=1.[NH:20]1[CH2:26][CH2:25][CH2:24][NH:23][CH2:22][CH2:21]1, predict the reaction product. The product is: [N:20]1([C:11]2[N:12]=[C:13]([NH2:14])[N:8]3[N:7]=[C:6]([C:2]4[O:1][CH:5]=[CH:4][CH:3]=4)[CH:19]=[C:9]3[N:10]=2)[CH2:26][CH2:25][CH2:24][NH:23][CH2:22][CH2:21]1. (4) Given the reactants [C:1]([O:5][C:6](=[O:39])[N:7]([C:12]1[C:16]2[CH:17]=[C:18]([CH2:21][O:22][C:23]3[CH:28]=[CH:27][C:26]([C:29]4[CH:34]=[C:33]([F:35])[C:32]([F:36])=[CH:31][C:30]=4[O:37][CH3:38])=[CH:25][CH:24]=3)[CH:19]=[CH:20][C:15]=2[O:14][N:13]=1)[CH2:8][CH2:9]OC)([CH3:4])([CH3:3])[CH3:2].C(OC(=O)NC1C2C=C(COC3C=CC(C4C=C(F)C(F)=CC=4OC)=CC=3)C=CC=2ON=1)(C)(C)C.C(I)C, predict the reaction product. The product is: [C:1]([O:5][C:6](=[O:39])[N:7]([C:12]1[C:16]2[CH:17]=[C:18]([CH2:21][O:22][C:23]3[CH:24]=[CH:25][C:26]([C:29]4[CH:34]=[C:33]([F:35])[C:32]([F:36])=[CH:31][C:30]=4[O:37][CH3:38])=[CH:27][CH:28]=3)[CH:19]=[CH:20][C:15]=2[O:14][N:13]=1)[CH2:8][CH3:9])([CH3:4])([CH3:2])[CH3:3]. (5) Given the reactants Cl[CH2:2][CH2:3][CH2:4][CH2:5][CH2:6][CH2:7][O:8][C:9](=[O:41])[C:10]([CH2:31][C:32]1[CH:37]=[CH:36][C:35]([N+:38]([O-:40])=[O:39])=[CH:34][CH:33]=1)([CH2:21][C:22]1[CH:27]=[CH:26][C:25]([N+:28]([O-:30])=[O:29])=[CH:24][CH:23]=1)[C:11]([O:13][CH2:14][CH2:15][CH2:16][CH2:17][CH2:18][CH2:19]Cl)=[O:12].[OH:42][C:43]1[CH:48]=[CH:47][C:46](/[CH:49]=[CH:50]/[C:51]([O:53][C:54]2[CH:59]=[CH:58][C:57]([O:60][CH2:61][CH2:62][CH2:63][CH2:64][CH3:65])=[CH:56][CH:55]=2)=[O:52])=[CH:45][CH:44]=1.[C:66](=[O:69])([O-])[O-:67].[K+].[K+], predict the reaction product. The product is: [CH2:61]([O:60][C:57]1[CH:56]=[CH:55][C:54]([O:53][C:51](=[O:52])/[CH:50]=[CH:49]/[C:46]2[CH:45]=[CH:44][C:43]([O:42][CH2:2][CH2:3][CH2:4][CH2:5][CH2:6][CH2:7][O:8][C:9](=[O:41])[C:10]([CH2:31][C:32]3[CH:37]=[CH:36][C:35]([N+:38]([O-:40])=[O:39])=[CH:34][CH:33]=3)([CH2:21][C:22]3[CH:27]=[CH:26][C:25]([N+:28]([O-:30])=[O:29])=[CH:24][CH:23]=3)[C:11]([O:13][CH2:14][CH2:15][CH2:16][CH2:17][CH2:18][CH2:19][O:42][C:43]3[CH:44]=[CH:45][C:46](/[CH:49]=[CH:50]/[C:66]([O:67][C:54]4[CH:55]=[CH:56][C:57]([O:60][CH2:61][CH2:62][CH2:63][CH2:64][CH3:65])=[CH:58][CH:59]=4)=[O:69])=[CH:47][CH:48]=3)=[O:12])=[CH:48][CH:47]=2)=[CH:59][CH:58]=1)[CH2:62][CH2:63][CH2:64][CH3:65]. (6) Given the reactants [NH2:1][CH2:2][C:3]([C:5]1[CH:10]=[CH:9][C:8]([C:11]([F:14])([F:13])[F:12])=[CH:7][CH:6]=1)=[O:4].CC1C=CC(S(O)(=O)=O)=CC=1.[C:26]1([C:36]2[CH:41]=[CH:40][CH:39]=[CH:38][CH:37]=2)[CH:31]=[CH:30][C:29]([S:32](Cl)(=[O:34])=[O:33])=[CH:28][CH:27]=1.CCN(CC)CC, predict the reaction product. The product is: [O:4]=[C:3]([C:5]1[CH:10]=[CH:9][C:8]([C:11]([F:12])([F:13])[F:14])=[CH:7][CH:6]=1)[CH2:2][NH:1][S:32]([C:29]1[CH:28]=[CH:27][C:26]([C:36]2[CH:41]=[CH:40][CH:39]=[CH:38][CH:37]=2)=[CH:31][CH:30]=1)(=[O:34])=[O:33].